This data is from NCI-60 drug combinations with 297,098 pairs across 59 cell lines. The task is: Regression. Given two drug SMILES strings and cell line genomic features, predict the synergy score measuring deviation from expected non-interaction effect. (1) Drug 1: C1=CN(C=N1)CC(O)(P(=O)(O)O)P(=O)(O)O. Drug 2: C1=NNC2=C1C(=O)NC=N2. Cell line: SR. Synergy scores: CSS=2.05, Synergy_ZIP=-0.180, Synergy_Bliss=-1.06, Synergy_Loewe=-3.03, Synergy_HSA=-4.36. (2) Drug 1: CC1C(C(CC(O1)OC2CC(CC3=C2C(=C4C(=C3O)C(=O)C5=C(C4=O)C(=CC=C5)OC)O)(C(=O)CO)O)N)O.Cl. Drug 2: COC1=C2C(=CC3=C1OC=C3)C=CC(=O)O2. Cell line: IGROV1. Synergy scores: CSS=1.60, Synergy_ZIP=2.52, Synergy_Bliss=6.08, Synergy_Loewe=2.23, Synergy_HSA=1.50.